Dataset: Forward reaction prediction with 1.9M reactions from USPTO patents (1976-2016). Task: Predict the product of the given reaction. (1) Given the reactants [CH3:1][N:2]([CH3:18])[S:3]([N:6]1[CH:10]=[CH:9][N:8]=[C:7]1[Si:11]([C:14]([CH3:17])([CH3:16])[CH3:15])([CH3:13])[CH3:12])(=[O:5])=[O:4].[CH2:19]([O:21][C:22]([C:24]1[O:25][C:26]2[C:32]([CH:33]=[O:34])=[CH:31][C:30]([CH3:35])=[CH:29][C:27]=2[CH:28]=1)=[O:23])[CH3:20], predict the reaction product. The product is: [CH2:19]([O:21][C:22]([C:24]1[O:25][C:26]2[C:32]([CH:33]([C:9]3[N:8]=[C:7]([Si:11]([C:14]([CH3:15])([CH3:17])[CH3:16])([CH3:13])[CH3:12])[N:6]([S:3](=[O:4])(=[O:5])[N:2]([CH3:18])[CH3:1])[CH:10]=3)[OH:34])=[CH:31][C:30]([CH3:35])=[CH:29][C:27]=2[CH:28]=1)=[O:23])[CH3:20]. (2) The product is: [Cl:1][C:2]1[C:8]([F:9])=[CH:7][C:5]([NH:6][C:12](=[O:13])[O:14][CH2:15][CH3:16])=[C:4]([F:10])[CH:3]=1. Given the reactants [Cl:1][C:2]1[C:8]([F:9])=[CH:7][C:5]([NH2:6])=[C:4]([F:10])[CH:3]=1.Cl[C:12]([O:14][CH2:15][CH3:16])=[O:13], predict the reaction product. (3) Given the reactants C(OC(=O)[NH:7][CH:8]1[CH2:13][CH2:12][N:11]([C:14]2[CH:19]=[CH:18][C:17]([N+:20]([O-:22])=[O:21])=[C:16]([C:23]([F:26])([F:25])[F:24])[CH:15]=2)[CH2:10][CH2:9]1)(C)(C)C.[ClH:28], predict the reaction product. The product is: [ClH:28].[N+:20]([C:17]1[CH:18]=[CH:19][C:14]([N:11]2[CH2:10][CH2:9][CH:8]([NH2:7])[CH2:13][CH2:12]2)=[CH:15][C:16]=1[C:23]([F:26])([F:24])[F:25])([O-:22])=[O:21].[ClH:28]. (4) Given the reactants [F:1][C:2]1[CH:7]=[CH:6][C:5]([C:8](=[O:10])[CH3:9])=[CH:4][CH:3]=1.[CH2:11]=O.[ClH:13].[CH3:14][NH:15][CH3:16].Cl, predict the reaction product. The product is: [ClH:13].[CH3:14][N:15]([CH3:11])[CH2:16][CH2:9][C:8]([C:5]1[CH:6]=[CH:7][C:2]([F:1])=[CH:3][CH:4]=1)=[O:10].